This data is from Full USPTO retrosynthesis dataset with 1.9M reactions from patents (1976-2016). The task is: Predict the reactants needed to synthesize the given product. Given the product [CH3:18][CH:3]1[C:2]([CH3:19])([OH:1])[CH:7]([OH:8])[CH2:6][CH:5]([C:9]2[CH:14]=[CH:13][N:12]=[CH:11][C:10]=2[N+:15]([O-:17])=[O:16])[O:4]1, predict the reactants needed to synthesize it. The reactants are: [OH:1][C:2]1([CH3:19])[C:7](=[O:8])[CH2:6][CH:5]([C:9]2[CH:14]=[CH:13][N:12]=[CH:11][C:10]=2[N+:15]([O-:17])=[O:16])[O:4][CH:3]1[CH3:18].[BH4-].[Na+].